This data is from Peptide-MHC class I binding affinity with 185,985 pairs from IEDB/IMGT. The task is: Regression. Given a peptide amino acid sequence and an MHC pseudo amino acid sequence, predict their binding affinity value. This is MHC class I binding data. The peptide sequence is KTSGRGSCM. The MHC is HLA-B58:01 with pseudo-sequence HLA-B58:01. The binding affinity (normalized) is 0.196.